From a dataset of Full USPTO retrosynthesis dataset with 1.9M reactions from patents (1976-2016). Predict the reactants needed to synthesize the given product. (1) Given the product [O:4]1[C:8]2=[C:9]([N:13]3[CH2:18][CH2:17][N:16]([CH2:19][CH2:20][C@H:21]4[CH2:26][CH2:25][C@H:24]([NH:27][C:38](=[O:39])[C:37]5[CH:41]=[CH:42][C:34]([N:28]6[CH2:29][CH2:30][O:31][CH2:32][CH2:33]6)=[N:35][CH:36]=5)[CH2:23][CH2:22]4)[CH2:15][CH2:14]3)[N:10]=[CH:11][CH:12]=[C:7]2[CH2:6][CH2:5]1, predict the reactants needed to synthesize it. The reactants are: Cl.Cl.Cl.[O:4]1[C:8]2=[C:9]([N:13]3[CH2:18][CH2:17][N:16]([CH2:19][CH2:20][C@H:21]4[CH2:26][CH2:25][C@H:24]([NH2:27])[CH2:23][CH2:22]4)[CH2:15][CH2:14]3)[N:10]=[CH:11][CH:12]=[C:7]2[CH2:6][CH2:5]1.[N:28]1([C:34]2[CH:42]=[CH:41][C:37]([C:38](O)=[O:39])=[CH:36][N:35]=2)[CH2:33][CH2:32][O:31][CH2:30][CH2:29]1. (2) The reactants are: S(Cl)(Cl)=O.CN(C)C=O.O[C:11]1[C:20]2[C:15](=[CH:16][CH:17]=[CH:18][CH:19]=2)[N:14]=[CH:13][C:12]=1[N+:21]([O-:23])=[O:22].C(N(CC)CC)C.[CH2:31]([CH2:33][NH2:34])[OH:32]. Given the product [N+:21]([C:12]1[CH:13]=[N:14][C:15]2[C:20]([C:11]=1[NH:34][CH2:33][CH2:31][OH:32])=[CH:19][CH:18]=[CH:17][CH:16]=2)([O-:23])=[O:22], predict the reactants needed to synthesize it.